Dataset: Full USPTO retrosynthesis dataset with 1.9M reactions from patents (1976-2016). Task: Predict the reactants needed to synthesize the given product. (1) Given the product [F:11][C:12]1[CH:20]=[C:19]2[C:15]([CH:16]=[CH:17][NH:18]2)=[C:14]([C:21]2[CH:26]=[C:25]([N:27]3[CH2:32][CH2:31][O:30][CH2:29][CH2:28]3)[N:24]=[C:23]([O:8][CH2:7][C:3]3[CH:2]=[N:1][CH:6]=[CH:5][CH:4]=3)[N:22]=2)[CH:13]=1, predict the reactants needed to synthesize it. The reactants are: [N:1]1[CH:6]=[CH:5][CH:4]=[C:3]([CH2:7][OH:8])[CH:2]=1.[H-].[Na+].[F:11][C:12]1[CH:20]=[C:19]2[C:15]([CH:16]=[CH:17][NH:18]2)=[C:14]([C:21]2[CH:26]=[C:25]([N:27]3[CH2:32][CH2:31][O:30][CH2:29][CH2:28]3)[N:24]=[C:23](S(C)(=O)=O)[N:22]=2)[CH:13]=1. (2) Given the product [NH2:11][C:9]1[N:8]=[CH:7][N:6]=[C:5]2[N:4]([CH2:12][C:13]3[C:14]([C:24]4[CH:29]=[CH:28][CH:27]=[CH:26][C:25]=4[C:30]([F:31])([F:32])[F:33])=[N:15][C:16]4[C:21]([CH:22]=3)=[CH:20][CH:19]=[CH:18][C:17]=4[CH3:23])[N:3]=[C:2]([C:39]3[CH:40]=[C:35]([OH:34])[CH:36]=[CH:37][CH:38]=3)[C:10]=12, predict the reactants needed to synthesize it. The reactants are: I[C:2]1[C:10]2[C:5](=[N:6][CH:7]=[N:8][C:9]=2[NH2:11])[N:4]([CH2:12][C:13]2[C:14]([C:24]3[CH:29]=[CH:28][CH:27]=[CH:26][C:25]=3[C:30]([F:33])([F:32])[F:31])=[N:15][C:16]3[C:21]([CH:22]=2)=[CH:20][CH:19]=[CH:18][C:17]=3[CH3:23])[N:3]=1.[OH:34][C:35]1[CH:36]=[C:37](B(O)O)[CH:38]=[CH:39][CH:40]=1.C(=O)([O-])[O-].[Na+].[Na+]. (3) The reactants are: [Cl:1][C:2]1[CH:3]=[C:4]([F:19])[CH:5]=[C:6]2[C:10]=1[NH:9][C:8](=[O:11])[C:7]2([CH2:14][CH2:15][CH2:16][CH2:17]Cl)[CH2:12][CH3:13].[S:20]1[C:28]2[CH2:27][CH2:26][NH:25][CH2:24][C:23]=2[CH:22]=[CH:21]1. Given the product [Cl:1][C:2]1[CH:3]=[C:4]([F:19])[CH:5]=[C:6]2[C:10]=1[NH:9][C:8](=[O:11])[C:7]2([CH2:14][CH2:15][CH2:16][CH2:17][N:25]1[CH2:26][CH2:27][C:28]2[S:20][CH:21]=[CH:22][C:23]=2[CH2:24]1)[CH2:12][CH3:13], predict the reactants needed to synthesize it. (4) Given the product [NH4+:4].[OH-:2].[CH3:1][O:2][C:3]1[N:12]=[C:11]([C:13]2[CH:18]=[CH:17][C:16]([C:19]([F:22])([F:21])[F:20])=[CH:15][C:14]=2[O:23][CH3:24])[C:10]2[C:5](=[CH:6][C:7]([S:25]([NH:34][C:30]3[S:29][CH:33]=[CH:32][N:31]=3)(=[O:27])=[O:26])=[CH:8][CH:9]=2)[N:4]=1, predict the reactants needed to synthesize it. The reactants are: [CH3:1][O:2][C:3]1[N:12]=[C:11]([C:13]2[CH:18]=[CH:17][C:16]([C:19]([F:22])([F:21])[F:20])=[CH:15][C:14]=2[O:23][CH3:24])[C:10]2[C:5](=[CH:6][C:7]([S:25](Cl)(=[O:27])=[O:26])=[CH:8][CH:9]=2)[N:4]=1.[S:29]1[CH:33]=[CH:32][N:31]=[C:30]1[NH2:34].CN1C=CN=C1. (5) Given the product [CH2:27]([O:26][C:23]1[CH:24]=[CH:25][C:20]([N:15]2[CH2:16][CH2:17][CH:12]([C:9]3[CH:10]=[CH:11][C:6]([CH:4]([CH3:5])[C:3]([OH:2])=[O:18])=[CH:7][CH:8]=3)[CH2:13][CH2:14]2)=[CH:21][CH:22]=1)[CH3:28], predict the reactants needed to synthesize it. The reactants are: C[O:2][C:3](=[O:18])[CH:4]([C:6]1[CH:11]=[CH:10][C:9]([CH:12]2[CH2:17][CH2:16][NH:15][CH2:14][CH2:13]2)=[CH:8][CH:7]=1)[CH3:5].Br[C:20]1[CH:25]=[CH:24][C:23]([O:26][CH2:27][CH3:28])=[CH:22][CH:21]=1.C(P(C(C)(C)C)C1C=CC=CC=1C1C=CC=CC=1)(C)(C)C. (6) Given the product [CH2:1]([O:3][C:4]([C:6]1([CH3:23])[C:12](=[O:13])[CH2:11][CH2:10][N:9]([C:14]([O:16][C:17]([CH3:19])([CH3:18])[CH3:20])=[O:15])[CH2:8][CH2:7]1)=[O:5])[CH3:2].[C:14]([N:9]1[CH2:8][CH2:7][CH:6]([CH3:4])[C:12](=[O:13])[CH2:11][CH2:10]1)(=[O:16])[CH3:23], predict the reactants needed to synthesize it. The reactants are: [CH2:1]([O:3][C:4]([CH:6]1[C:12](=[O:13])[CH2:11][CH2:10][N:9]([C:14]([O:16][C:17]([CH3:20])([CH3:19])[CH3:18])=[O:15])[CH2:8][CH2:7]1)=[O:5])[CH3:2].[H-].[Na+].[CH3:23]I.O. (7) Given the product [CH3:8][CH:7]([CH3:9])[CH2:6][C@@H:5]([CH2:4][N+:1]([O-:3])=[O:2])[C:16]([C:11]1[CH:12]=[CH:13][CH:14]=[CH:15][N:10]=1)=[O:17], predict the reactants needed to synthesize it. The reactants are: [N+:1](/[CH:4]=[CH:5]/[CH2:6][CH:7]([CH3:9])[CH3:8])([O-:3])=[O:2].[N:10]1[CH:15]=[CH:14][CH:13]=[CH:12][C:11]=1[CH:16]=[O:17].CCOCC.[Na+].[Cl-]. (8) Given the product [CH3:29][C:2]1([CH3:1])[CH2:7][CH2:6][C:5]([C:8]2[CH:13]=[C:12]([C:14]([CH3:18])([CH3:17])[CH2:15][NH:34][CH2:33][CH2:32][S:31][CH3:30])[CH:11]=[CH:10][C:9]=2[NH:19][C:20]([C:22]2[NH:23][CH:24]=[C:25]([C:27]#[N:28])[N:26]=2)=[O:21])=[CH:4][CH2:3]1, predict the reactants needed to synthesize it. The reactants are: [CH3:1][C:2]1([CH3:29])[CH2:7][CH2:6][C:5]([C:8]2[CH:13]=[C:12]([C:14]([CH3:18])([CH3:17])[CH:15]=O)[CH:11]=[CH:10][C:9]=2[NH:19][C:20]([C:22]2[NH:23][CH:24]=[C:25]([C:27]#[N:28])[N:26]=2)=[O:21])=[CH:4][CH2:3]1.[CH3:30][S:31][CH2:32][CH2:33][NH2:34].C(O[BH-](OC(=O)C)OC(=O)C)(=O)C.[Na+].CCOC(C)=O. (9) Given the product [Cl:20][C:17]1[CH:16]=[CH:15][C:14]([CH2:13][CH2:12][O:11][C:9]2[N:10]=[C:2]([NH2:1])[C:3]3[N:4]=[CH:5][N:6]([C:7]=3[N:8]=2)[C@@H:21]2[O:35][C@H:34]([CH2:36][OH:37])[C@@H:28]([OH:29])[C@H:22]2[OH:23])=[CH:19][CH:18]=1, predict the reactants needed to synthesize it. The reactants are: [NH2:1][C:2]1[N:10]=[C:9]([O:11][CH2:12][CH2:13][C:14]2[CH:19]=[CH:18][C:17]([Cl:20])=[CH:16][CH:15]=2)[N:8]=[C:7]2[C:3]=1[N:4]=[CH:5][N:6]2[C@@H:21]1[O:35][C@H:34]([C:36](C)(C)[O:37]C(C)(C)C)[C@@H:28]([O:29]C(C)(C)C)[C@H:22]1[O:23]C(C)(C)C.[F-].[NH4+].